Task: Predict the product of the given reaction.. Dataset: Forward reaction prediction with 1.9M reactions from USPTO patents (1976-2016) (1) Given the reactants [CH3:1][N:2]1[CH2:7][CH2:6][CH:5]([O:8][C:9]2[CH:10]=[C:11]([CH:14]=[CH:15][CH:16]=2)[CH2:12][NH2:13])[CH2:4][CH2:3]1.[C:17]1([C:23]2[CH:31]=[CH:30][C:26]([C:27](O)=[O:28])=[CH:25][CH:24]=2)[CH:22]=[CH:21][CH:20]=[CH:19][CH:18]=1.CCN(C(C)C)C(C)C.C(Cl)CCl, predict the reaction product. The product is: [CH3:1][N:2]1[CH2:7][CH2:6][CH:5]([O:8][C:9]2[CH:10]=[C:11]([CH:14]=[CH:15][CH:16]=2)[CH2:12][NH:13][C:27]([C:26]2[CH:30]=[CH:31][C:23]([C:17]3[CH:18]=[CH:19][CH:20]=[CH:21][CH:22]=3)=[CH:24][CH:25]=2)=[O:28])[CH2:4][CH2:3]1. (2) Given the reactants FC(F)(F)C(O)=O.[Cl-].[In+3].[Cl-].[Cl-].[F:12][C:13]1[CH:18]=[C:17]([F:19])[CH:16]=[CH:15][C:14]=1[C:20]([CH:23]1[CH2:25][CH:24]1[C:26]#[N:27])(O)[CH3:21].[CH3:28][S:29][CH2:30][C:31]1[CH:32]=[CH:33][CH:34]=[C:35]2[C:39]=1[NH:38][CH:37]=[CH:36]2, predict the reaction product. The product is: [F:12][C:13]1[CH:18]=[C:17]([F:19])[CH:16]=[CH:15][C:14]=1[C:20]([CH:23]1[CH2:25][CH:24]1[C:26]#[N:27])([C:36]1[C:35]2[C:39](=[C:31]([CH2:30][S:29][CH3:28])[CH:32]=[CH:33][CH:34]=2)[NH:38][CH:37]=1)[CH3:21]. (3) Given the reactants [Cl:1][C:2]1[CH:3]=[C:4]([CH:7]=[CH:8][C:9]=1[O:10]C)[C:5]#[N:6].B(Br)(Br)Br, predict the reaction product. The product is: [Cl:1][C:2]1[CH:3]=[C:4]([CH:7]=[CH:8][C:9]=1[OH:10])[C:5]#[N:6]. (4) Given the reactants C([Li])CCC.[CH2:6]([OH:13])[C:7]1[CH:12]=[CH:11][CH:10]=[CH:9][CH:8]=1.[CH:14]1([NH:20][C:21]2[CH:30]=[C:29]3[C:24]([C:25](=[O:39])[C:26]([C:36]([OH:38])=[O:37])=[CH:27][N:28]3[CH:31]3[CH2:35][CH2:34][CH2:33][CH2:32]3)=[C:23](F)[C:22]=2[F:41])[CH2:19][CH2:18][CH2:17][CH2:16][CH2:15]1.Cl, predict the reaction product. The product is: [CH2:6]([O:13][C:23]1[C:22]([F:41])=[C:21]([NH:20][CH:14]2[CH2:15][CH2:16][CH2:17][CH2:18][CH2:19]2)[CH:30]=[C:29]2[C:24]=1[C:25](=[O:39])[C:26]([C:36]([OH:38])=[O:37])=[CH:27][N:28]2[CH:31]1[CH2:35][CH2:34][CH2:33][CH2:32]1)[C:7]1[CH:12]=[CH:11][CH:10]=[CH:9][CH:8]=1. (5) Given the reactants C[N:2](C)/[CH:3]=[CH:4]/[C:5]([C:7]1[C:12](=[O:13])[CH:11]=[CH:10][N:9]([C:14]2[CH:19]=[CH:18][CH:17]=[CH:16][CH:15]=2)[N:8]=1)=O.[F:21][C:22]([F:32])([F:31])[C:23]1[CH:24]=[C:25]([NH:29]N)[CH:26]=[CH:27][CH:28]=1, predict the reaction product. The product is: [C:14]1([N:9]2[CH:10]=[CH:11][C:12](=[O:13])[C:7]([C:5]3[N:29]([C:25]4[CH:26]=[CH:27][CH:28]=[C:23]([C:22]([F:21])([F:31])[F:32])[CH:24]=4)[N:2]=[CH:3][CH:4]=3)=[N:8]2)[CH:19]=[CH:18][CH:17]=[CH:16][CH:15]=1. (6) Given the reactants [CH3:1][O:2][C:3]1[CH:4]=[C:5]2[C:10](=[CH:11][CH:12]=1)[C:9](=[O:13])[O:8][CH2:7][CH2:6]2.C1C(=O)N(Br)C(=O)C1.C(OOC(=O)C1C=CC=CC=1)(=O)C1C=CC=CC=1, predict the reaction product. The product is: [CH3:1][O:2][C:3]1[CH:4]=[C:5]2[C:10](=[CH:11][CH:12]=1)[C:9](=[O:13])[O:8][CH:7]=[CH:6]2.